The task is: Predict which catalyst facilitates the given reaction.. This data is from Catalyst prediction with 721,799 reactions and 888 catalyst types from USPTO. (1) Reactant: Cl.[NH2:2][CH2:3][C:4]1[CH:13]=[CH:12][CH:11]=[C:10]2[C:5]=1[C:6](=[O:23])[N:7]([CH:15]1[CH2:20][CH2:19][C:18](=[O:21])[NH:17][C:16]1=[O:22])[C:8]([CH3:14])=[N:9]2.[F:24][C:25]([F:36])([F:35])[C:26]1[CH:34]=[CH:33][C:29]([C:30](Cl)=[O:31])=[CH:28][CH:27]=1.C(N(CC)C(C)C)(C)C. Product: [O:22]=[C:16]1[CH:15]([N:7]2[C:6](=[O:23])[C:5]3[C:10](=[CH:11][CH:12]=[CH:13][C:4]=3[CH2:3][NH:2][C:30](=[O:31])[C:29]3[CH:33]=[CH:34][C:26]([C:25]([F:24])([F:35])[F:36])=[CH:27][CH:28]=3)[N:9]=[C:8]2[CH3:14])[CH2:20][CH2:19][C:18](=[O:21])[NH:17]1. The catalyst class is: 10. (2) Reactant: C([Cl:4])(=O)C.C(Cl)Cl.[Cl:8][C:9]1[CH:10]=[C:11]([CH:22]=[CH:23][C:24]=1[NH:25]C=O)[C:12]([NH:14][C:15]1[CH:20]=[CH:19][CH:18]=[CH:17][C:16]=1[CH3:21])=[O:13]. Product: [Cl-:4].[Cl:8][C:9]1[CH:10]=[C:11]([C:12](=[O:13])[NH:14][C:15]2[CH:20]=[CH:19][CH:18]=[CH:17][C:16]=2[CH3:21])[CH:22]=[CH:23][C:24]=1[NH3+:25]. The catalyst class is: 5. (3) Reactant: [CH3:1][NH2:2].[N+:3]([C:6]1[CH:7]=[C:8]([S:12](Cl)(=[O:14])=[O:13])[CH:9]=[CH:10][CH:11]=1)([O-:5])=[O:4]. Product: [CH3:1][NH:2][S:12]([C:8]1[CH:9]=[CH:10][CH:11]=[C:6]([N+:3]([O-:5])=[O:4])[CH:7]=1)(=[O:14])=[O:13]. The catalyst class is: 20. (4) Reactant: [CH:1]1([C:4]2[N:8]([CH3:9])[C:7]3[CH:10]=[C:11]([N:14]4[CH:19]=[CH:18][C:17]([OH:20])=[CH:16][C:15]4=[O:21])[CH:12]=[CH:13][C:6]=3[N:5]=2)[CH2:3][CH2:2]1.[F:22][C:23]1[CH:24]=[C:25]([CH2:30]O)[CH:26]=[CH:27][C:28]=1[F:29].C(P(CCCC)CCCC)CCC.N(C(N1CCCCC1)=O)=NC(N1CCCCC1)=O. Product: [CH:1]1([C:4]2[N:8]([CH3:9])[C:7]3[CH:10]=[C:11]([N:14]4[CH:19]=[CH:18][C:17]([O:20][CH2:30][C:25]5[CH:26]=[CH:27][C:28]([F:29])=[C:23]([F:22])[CH:24]=5)=[CH:16][C:15]4=[O:21])[CH:12]=[CH:13][C:6]=3[N:5]=2)[CH2:2][CH2:3]1. The catalyst class is: 1. (5) Reactant: [CH2:1]([O:3][C:4](=[O:15])[C:5](=[CH:11]OCC)[C:6]([O:8][CH2:9][CH3:10])=[O:7])[CH3:2].[I:16][C:17]1[CH:18]=[C:19]([CH:21]=[CH:22][CH:23]=1)[NH2:20]. Product: [I:16][C:17]1[CH:18]=[C:19]([NH:20][CH:11]=[C:5]([C:4]([O:3][CH2:1][CH3:2])=[O:15])[C:6]([O:8][CH2:9][CH3:10])=[O:7])[CH:21]=[CH:22][CH:23]=1. The catalyst class is: 11. (6) Reactant: [NH2:1][C:2]1[CH:3]=[C:4]([CH:21]=[CH:22][C:23]=1[F:24])[O:5][C:6]1[CH:7]=[CH:8][C:9]2[N:10]([CH:12]=[C:13]([NH:15][C:16]([CH:18]3[CH2:20][CH2:19]3)=[O:17])[N:14]=2)[N:11]=1.[CH3:25][N:26]1[CH:30]=[CH:29][N:28]=[C:27]1[C:31](O)=[O:32].Cl.C(N=C=NCCCN(C)C)C.ON1C2C=CC=CC=2N=N1.C(=O)([O-])O.[Na+]. Product: [CH:18]1([C:16]([NH:15][C:13]2[N:14]=[C:9]3[CH:8]=[CH:7][C:6]([O:5][C:4]4[CH:21]=[CH:22][C:23]([F:24])=[C:2]([NH:1][C:31]([C:27]5[N:26]([CH3:25])[CH:30]=[CH:29][N:28]=5)=[O:32])[CH:3]=4)=[N:11][N:10]3[CH:12]=2)=[O:17])[CH2:20][CH2:19]1. The catalyst class is: 9.